Predict the reaction yield, written as a fraction of the theoretical maximum amount of product (1.0 means a 100% yield; for example, 0.34 means a 34% yield). From a dataset of Reaction yield outcomes from USPTO patents with 853,638 reactions. (1) The reactants are [F:1][C:2]1[CH:17]=[C:16]([O:18][CH2:19][C:20]2[CH:21]=[N:22][C:23]([O:26][CH3:27])=[CH:24][CH:25]=2)[C:15]([O:28][CH3:29])=[CH:14][C:3]=1[CH2:4][NH:5][C:6]1[C:7]([NH2:13])=[CH:8][C:9]([I:12])=[CH:10][CH:11]=1.[CH:30](OCC)(OCC)OCC. The catalyst is C(O)C.C1(C)C=CC(S(O)(=O)=O)=CC=1. The product is [F:1][C:2]1[CH:17]=[C:16]([O:18][CH2:19][C:20]2[CH:21]=[N:22][C:23]([O:26][CH3:27])=[CH:24][CH:25]=2)[C:15]([O:28][CH3:29])=[CH:14][C:3]=1[CH2:4][N:5]1[C:6]2[CH:11]=[CH:10][C:9]([I:12])=[CH:8][C:7]=2[N:13]=[CH:30]1. The yield is 0.680. (2) The reactants are [N:1]1[C:9]([NH2:10])=[C:8]2[C:4]([N:5]=[CH:6][NH:7]2)=[N:3][CH:2]=1.C(=O)([O-])[O-].[Cs+].[Cs+].I[CH2:18][CH2:19][CH2:20][CH3:21]. The catalyst is CN(C=O)C. The product is [CH2:18]([N:5]1[CH:6]=[N:7][C:8]2[C:4]1=[N:3][CH:2]=[N:1][C:9]=2[NH2:10])[CH2:19][CH2:20][CH3:21]. The yield is 0.950. (3) The reactants are Cl.[F:2][C:3]1([F:7])[CH2:6][NH:5][CH2:4]1.C(N(C(C)C)C(C)C)C.[Br:17][C:18]1[CH:19]=[C:20]([S:25](Cl)(=[O:27])=[O:26])[CH:21]=[CH:22][C:23]=1[F:24]. The catalyst is ClCCl. The product is [Br:17][C:18]1[CH:19]=[C:20]([S:25]([N:5]2[CH2:6][C:3]([F:7])([F:2])[CH2:4]2)(=[O:26])=[O:27])[CH:21]=[CH:22][C:23]=1[F:24]. The yield is 0.621. (4) The reactants are [C:1]([O:5][C:6](=[O:9])[CH2:7][NH2:8])([CH3:4])([CH3:3])[CH3:2].[O:10]1[CH2:15][CH:14]=[C:13]([C:16]([CH3:21])([CH3:20])[CH2:17][CH:18]=O)[CH2:12][CH2:11]1. The catalyst is C(Cl)Cl. The product is [C:1]([O:5][C:6](=[O:9])[CH2:7]/[N:8]=[CH:18]/[CH2:17][C:16]([C:13]1[CH2:14][CH2:15][O:10][CH2:11][CH:12]=1)([CH3:21])[CH3:20])([CH3:4])([CH3:3])[CH3:2]. The yield is 1.00. (5) The reactants are [OH:1][C:2]1[CH:3]=[C:4]([CH2:8][CH2:9][N:10]([CH2:16][C:17]2[O:18][CH:19]=[CH:20][CH:21]=2)[CH2:11][C:12]([NH:14][CH3:15])=[O:13])[CH:5]=[CH:6][CH:7]=1.[Cl:22][CH2:23][C:24]1[CH:29]=[CH:28][CH:27]=[CH:26][C:25]=1[F:30].C([O-])([O-])=O.[K+].[K+].[I-].[K+]. The catalyst is CN(C)C=O. The product is [ClH:22].[F:30][C:25]1[CH:26]=[CH:27][CH:28]=[CH:29][C:24]=1[CH2:23][O:1][C:2]1[CH:3]=[C:4]([CH2:8][CH2:9][N:10]([CH2:16][C:17]2[O:18][CH:19]=[CH:20][CH:21]=2)[CH2:11][C:12]([NH:14][CH3:15])=[O:13])[CH:5]=[CH:6][CH:7]=1. The yield is 0.720. (6) The reactants are [N+:1]([C:4]1[CH:9]=[CH:8][CH:7]=[CH:6][C:5]=1[S:10]([NH:13][C:14]1[CH:23]=[CH:22][C:21]2[CH2:20][CH2:19][CH2:18][CH2:17][C:16]=2[C:15]=1[C:24]([OH:26])=[O:25])(=[O:12])=[O:11])([O-])=O. The catalyst is CO.[Ni]. The product is [NH2:1][C:4]1[CH:9]=[CH:8][CH:7]=[CH:6][C:5]=1[S:10]([NH:13][C:14]1[CH:23]=[CH:22][C:21]2[CH2:20][CH2:19][CH2:18][CH2:17][C:16]=2[C:15]=1[C:24]([OH:26])=[O:25])(=[O:12])=[O:11]. The yield is 0.900. (7) The reactants are Br[C:2]1[CH:16]=[CH:15][C:5]([O:6][CH2:7][CH2:8][N:9]2[CH2:14][CH2:13][O:12][CH2:11][CH2:10]2)=[CH:4][C:3]=1[CH:17]([F:19])[F:18].[Li]CCCC.CN([CH:28]=[O:29])C.[NH4+].[Cl-]. The catalyst is C1COCC1. The product is [F:18][CH:17]([F:19])[C:3]1[CH:4]=[C:5]([O:6][CH2:7][CH2:8][N:9]2[CH2:14][CH2:13][O:12][CH2:11][CH2:10]2)[CH:15]=[CH:16][C:2]=1[CH:28]=[O:29]. The yield is 0.670. (8) The reactants are [CH2:1]([O:4][C:5]1[C:16]([O:17][CH3:18])=[C:15]([N+:19]([O-])=O)[CH:14]=[CH:13][C:6]=1[C:7]([O:9][CH2:10][CH:11]=[CH2:12])=[O:8])[CH:2]=[CH2:3].Cl[Sn]Cl. The catalyst is CCO. The product is [CH2:1]([O:4][C:5]1[C:16]([O:17][CH3:18])=[C:15]([NH2:19])[CH:14]=[CH:13][C:6]=1[C:7]([O:9][CH2:10][CH:11]=[CH2:12])=[O:8])[CH:2]=[CH2:3]. The yield is 0.840. (9) The reactants are F[C:2]1[CH:7]=[CH:6][C:5]([C:8]2[CH:9]=[N:10][C:11]([N:14]3[CH2:19][CH2:18][N:17]([S:20]([CH2:23][C@H:24]([CH:29]([CH3:31])[CH3:30])[C:25]([NH:27][OH:28])=[O:26])(=[O:22])=[O:21])[CH2:16][CH2:15]3)=[N:12][CH:13]=2)=[CH:4][CH:3]=1.CC(C)[C@@H](CS(N1CCN(C2N=CC(C3C=CC([C:60]([F:63])([F:62])[F:61])=CC=3)=CN=2)CC1)(=O)=O)C(O)=O. No catalyst specified. The product is [F:61][C:60]([F:63])([F:62])[C:2]1[CH:3]=[CH:4][C:5]([C:8]2[CH:13]=[N:12][C:11]([N:14]3[CH2:15][CH2:16][N:17]([S:20]([CH2:23][C@H:24]([CH:29]([CH3:31])[CH3:30])[C:25]([NH:27][OH:28])=[O:26])(=[O:21])=[O:22])[CH2:18][CH2:19]3)=[N:10][CH:9]=2)=[CH:6][CH:7]=1. The yield is 0.350. (10) The reactants are [Cl:1][C:2]1[N:7]=[N:6][C:5]([C:8](OC)=[O:9])=[C:4]([NH:12][C:13]2[CH:18]=[CH:17][CH:16]=[C:15]([CH:19]3[CH2:22][CH2:21][CH2:20]3)[N:14]=2)[CH:3]=1.CO.[NH3:25]. No catalyst specified. The product is [Cl:1][C:2]1[N:7]=[N:6][C:5]([C:8]([NH2:25])=[O:9])=[C:4]([NH:12][C:13]2[CH:18]=[CH:17][CH:16]=[C:15]([CH:19]3[CH2:22][CH2:21][CH2:20]3)[N:14]=2)[CH:3]=1. The yield is 0.843.